This data is from Reaction yield outcomes from USPTO patents with 853,638 reactions. The task is: Predict the reaction yield, written as a fraction of the theoretical maximum amount of product (1.0 means a 100% yield; for example, 0.34 means a 34% yield). (1) The product is [CH2:19]=[C:2]1[O:6][C:5]([C:7]23[CH2:14][CH:13]4[CH2:15][CH:9]([CH2:10][CH:11]([CH2:12]4)[CH2:16]2)[CH2:8]3)([CH3:17])[O:4][C:3]1=[O:18]. The reactants are Br[C:2]1([CH3:19])[O:6][C:5]([CH3:17])([C:7]23[CH2:16][CH:11]4[CH2:12][CH:13]([CH2:15][CH:9]([CH2:10]4)[CH2:8]2)[CH2:14]3)[O:4][C:3]1=[O:18].C1CCN2C(=NCCC2)CC1. The catalyst is C(OC(C)C)(C)C. The yield is 0.140. (2) The reactants are C(N(CC)CC)C.[OH:8][CH2:9][CH:10]1[CH2:15][CH2:14][CH2:13][NH:12][CH2:11]1.[C:16](=O)([O:22]C(C)(C)C)[O:17][C:18]([CH3:21])([CH3:20])[CH3:19]. The catalyst is O1CCCC1. The product is [OH:8][CH2:9][CH:10]1[CH2:15][CH2:14][CH2:13][N:12]([C:16]([O:17][C:18]([CH3:21])([CH3:20])[CH3:19])=[O:22])[CH2:11]1. The yield is 1.00. (3) The reactants are [Si]([O:8][CH2:9][C@@H:10]1[C@@H:14]([O:15][Si:16]([CH:23]([CH3:25])[CH3:24])([CH:20]([CH3:22])[CH3:21])[CH:17]([CH3:19])[CH3:18])[CH2:13][C@H:12]([NH:26][C:27]2[C:32]([C:33]([C:35]3[S:39][CH:38]=[C:37]([C:40](=[O:42])[CH3:41])[CH:36]=3)=[O:34])=[CH:31][N:30]=[CH:29][N:28]=2)[CH2:11]1)(C(C)(C)C)(C)C.Cl. The catalyst is CCO. The product is [OH:8][CH2:9][C@@H:10]1[C@@H:14]([O:15][Si:16]([CH:23]([CH3:24])[CH3:25])([CH:20]([CH3:22])[CH3:21])[CH:17]([CH3:19])[CH3:18])[CH2:13][C@H:12]([NH:26][C:27]2[C:32]([C:33]([C:35]3[S:39][CH:38]=[C:37]([C:40](=[O:42])[CH3:41])[CH:36]=3)=[O:34])=[CH:31][N:30]=[CH:29][N:28]=2)[CH2:11]1. The yield is 0.950. (4) The reactants are Cl[C:2]1[CH:3]=[N:4][CH:5]=[C:6]([Cl:17])[C:7]=1[N:8]1[CH2:13][CH2:12][CH:11]([C:14]([NH2:16])=[O:15])[CH2:10][CH2:9]1.[NH:18]1[CH:22]=[C:21](B2OC(C)(C)C(C)(C)O2)[CH:20]=[N:19]1.C(=O)([O-])[O-].[Na+].[Na+]. The catalyst is C1C=CC([P]([Pd]([P](C2C=CC=CC=2)(C2C=CC=CC=2)C2C=CC=CC=2)([P](C2C=CC=CC=2)(C2C=CC=CC=2)C2C=CC=CC=2)[P](C2C=CC=CC=2)(C2C=CC=CC=2)C2C=CC=CC=2)(C2C=CC=CC=2)C2C=CC=CC=2)=CC=1.C(#N)C. The product is [Cl:17][C:6]1[CH:5]=[N:4][CH:3]=[C:2]([C:21]2[CH:22]=[N:18][NH:19][CH:20]=2)[C:7]=1[N:8]1[CH2:13][CH2:12][CH:11]([C:14]([NH2:16])=[O:15])[CH2:10][CH2:9]1. The yield is 0.670. (5) The reactants are [F:1][C:2]1[CH:3]=[N:4][C:5]([C@@H:8]([NH:10][C:11](=[O:13])C)[CH3:9])=[N:6][CH:7]=1.[C:14]([O:18]C(OC([O:18][C:14]([CH3:17])([CH3:16])[CH3:15])=O)=O)([CH3:17])([CH3:16])[CH3:15].O.[OH-].[Li+].O. The catalyst is CN(C1C=CN=CC=1)C.C1COCC1.CCOCC. The product is [F:1][C:2]1[CH:3]=[N:4][C:5]([C@@H:8]([NH:10][C:11](=[O:13])[O:18][C:14]([CH3:17])([CH3:16])[CH3:15])[CH3:9])=[N:6][CH:7]=1. The yield is 0.800. (6) The reactants are Br[CH2:2][CH2:3]Br.C([O-])([O-])=O.[K+].[K+].[CH3:11][O:12][C:13](=[O:46])[CH:14]([NH:26][C:27](=[O:45])[CH:28]([NH:32][S:33]([C:36]1[CH:41]=[CH:40][CH:39]=[CH:38][C:37]=1[N+:42]([O-:44])=[O:43])(=[O:35])=[O:34])[CH2:29][O:30][CH3:31])[CH2:15][C:16]1[CH:25]=[CH:24][C:23]2[C:18](=[CH:19][CH:20]=[CH:21][CH:22]=2)[CH:17]=1.OS([O-])(=O)=O.[K+]. The catalyst is CN(C=O)C. The product is [CH3:11][O:12][C:13](=[O:46])[CH:14]([N:26]1[CH2:3][CH2:2][N:32]([S:33]([C:36]2[CH:41]=[CH:40][CH:39]=[CH:38][C:37]=2[N+:42]([O-:44])=[O:43])(=[O:34])=[O:35])[CH:28]([CH2:29][O:30][CH3:31])[C:27]1=[O:45])[CH2:15][C:16]1[CH:25]=[CH:24][C:23]2[C:18](=[CH:19][CH:20]=[CH:21][CH:22]=2)[CH:17]=1. The yield is 0.850. (7) The reactants are C([O:5][C:6](=[O:27])[CH2:7][O:8][C:9]1[C:18]([NH:19][S:20]([C:23]([F:26])([F:25])[F:24])(=[O:22])=[O:21])=[CH:17][C:16]2[C:11](=[CH:12][CH:13]=[CH:14][CH:15]=2)[CH:10]=1)(C)(C)C.C1(OC)C=CC=CC=1.O.FC(F)(F)C(O)=O. The catalyst is C(Cl)Cl. The product is [F:25][C:23]([F:24])([F:26])[S:20]([NH:19][C:18]1[C:9]([O:8][CH2:7][C:6]([OH:27])=[O:5])=[CH:10][C:11]2[C:16]([CH:17]=1)=[CH:15][CH:14]=[CH:13][CH:12]=2)(=[O:21])=[O:22]. The yield is 0.920.